Dataset: Forward reaction prediction with 1.9M reactions from USPTO patents (1976-2016). Task: Predict the product of the given reaction. Given the reactants [C:10](P([C:10]([CH3:13])([CH3:12])[CH3:11])[C:10]([CH3:13])([CH3:12])[CH3:11])([CH3:13])([CH3:12])[CH3:11].C[C:15]([CH3:18])([O-])[CH3:16].[Na+].[CH2:20]([O:27][C:28]1[CH:33]=[CH:32][C:31](Br)=[CH:30][N:29]=1)[C:21]1[CH:26]=[CH:25][CH:24]=[CH:23][CH:22]=1.[CH3:35][NH:36][CH2:37][CH2:38][NH:39][CH3:40].[OH2:41], predict the reaction product. The product is: [CH2:20]([O:27][C:28]1[CH:33]=[CH:32][C:31]([N:36]([CH3:35])[CH2:37][CH2:38][N:39]([C:33]2[CH:18]=[CH:15][C:16]([O:41][CH2:13][C:10]3[CH:11]=[CH:22][CH:21]=[CH:20][CH:12]=3)=[N:29][CH:28]=2)[CH3:40])=[CH:30][N:29]=1)[C:21]1[CH:26]=[CH:25][CH:24]=[CH:23][CH:22]=1.